Dataset: Forward reaction prediction with 1.9M reactions from USPTO patents (1976-2016). Task: Predict the product of the given reaction. (1) Given the reactants [O:1]1[C:5]2([CH2:10][CH2:9][CH:8]([CH2:11][OH:12])[CH2:7][CH2:6]2)OCC1.[CH2:13](Br)[CH:14]=[CH2:15], predict the reaction product. The product is: [CH2:15]([O:12][CH2:11][CH:8]1[CH2:7][CH2:6][C:5](=[O:1])[CH2:10][CH2:9]1)[CH:14]=[CH2:13]. (2) Given the reactants Cl.[NH2:2][C:3]1[C:4]2[C:14]([O:15][CH2:16][C@H:17]3[CH2:22][CH2:21][CH2:20][CH2:19][NH2+:18]3)=[CH:13][CH:12]=[CH:11][C:5]=2[NH:6][S:7](=[O:10])(=[O:9])[N:8]=1.[C:23]1([C:33](O)=[O:34])[C:32]2[C:27](=[CH:28][CH:29]=[CH:30][CH:31]=2)[CH:26]=[CH:25][N:24]=1, predict the reaction product. The product is: [NH2:2][C:3]1[C:4]2[C:14]([O:15][CH2:16][C@H:17]3[CH2:22][CH2:21][CH2:20][CH2:19][N:18]3[C:33]([C:23]3[C:32]4[C:27](=[CH:28][CH:29]=[CH:30][CH:31]=4)[CH:26]=[CH:25][N:24]=3)=[O:34])=[CH:13][CH:12]=[CH:11][C:5]=2[NH:6][S:7](=[O:9])(=[O:10])[N:8]=1. (3) The product is: [CH3:15][O:16][C:17](=[O:20])[CH2:18][NH:19][C:2]1[CH:7]=[CH:6][C:5]([N+:8]([O-:10])=[O:9])=[CH:4][C:3]=1[N+:11]([O-:13])=[O:12]. Given the reactants F[C:2]1[CH:7]=[CH:6][C:5]([N+:8]([O-:10])=[O:9])=[CH:4][C:3]=1[N+:11]([O-:13])=[O:12].Cl.[CH3:15][O:16][C:17](=[O:20])[CH2:18][NH2:19].C([O-])([O-])=O.[K+].[K+], predict the reaction product. (4) The product is: [CH:7](=[N:8][C:10]([CH3:13])([CH3:12])[CH3:11])[C:1]1[CH:6]=[CH:5][CH:4]=[CH:3][CH:2]=1. Given the reactants [C:1]1([CH:7]=[N+:8]([C:10]([CH3:13])([CH3:12])[CH3:11])[O-])[CH:6]=[CH:5][CH:4]=[CH:3][CH:2]=1.C(=O)C1C=CC=CC=1.C(N)(C)(C)C, predict the reaction product. (5) Given the reactants [NH2:1][CH:2]([C:7]([O:9][CH3:10])=[O:8])[C:3]([O:5][CH3:6])=[O:4].[F:11][C:12]1[CH:23]=[CH:22][C:15]([O:16][CH2:17][CH2:18][C:19](O)=[O:20])=[CH:14][CH:13]=1, predict the reaction product. The product is: [F:11][C:12]1[CH:23]=[CH:22][C:15]([O:16][CH2:17][CH2:18][C:19]([NH:1][CH:2]([C:7]([O:9][CH3:10])=[O:8])[C:3]([O:5][CH3:6])=[O:4])=[O:20])=[CH:14][CH:13]=1. (6) Given the reactants [C:1]([O:4][CH2:5][C@@H:6]1[C@@H:11]([O:12][C:13](=[O:15])[CH3:14])[C@H:10](OC(=O)C)[CH:9]=[CH:8][O:7]1)(=[O:3])[CH3:2].[Cl:20][C:21]1[CH:26]=[CH:25][C:24](B(O)O)=[CH:23][C:22]=1[OH:30], predict the reaction product. The product is: [C:1]([O:4][CH2:5][C@@H:6]1[C@@H:11]([O:12][C:13](=[O:15])[CH3:14])[CH:10]=[CH:9][C@@H:8]([C:24]2[CH:25]=[CH:26][C:21]([Cl:20])=[C:22]([OH:30])[CH:23]=2)[O:7]1)(=[O:3])[CH3:2]. (7) The product is: [CH3:1][O:2][C:3]1[N:4]=[C:5]2[C:10](=[CH:11][CH:12]=1)[N:9]=[CH:8][CH:7]=[C:6]2[NH:13][C:14]([N:16]1[CH2:21][CH2:20][N:19]([CH2:23][C:24](=[O:25])[C:26]2[CH:27]=[CH:28][C:29]3[O:34][CH2:33][C:32](=[O:35])[NH:31][C:30]=3[CH:36]=2)[CH2:18][CH2:17]1)=[O:15]. Given the reactants [CH3:1][O:2][C:3]1[N:4]=[C:5]2[C:10](=[CH:11][CH:12]=1)[N:9]=[CH:8][CH:7]=[C:6]2[NH:13][C:14]([N:16]1[CH2:21][CH2:20][NH:19][CH2:18][CH2:17]1)=[O:15].Cl[CH2:23][C:24]([C:26]1[CH:27]=[CH:28][C:29]2[O:34][CH2:33][C:32](=[O:35])[NH:31][C:30]=2[CH:36]=1)=[O:25].C(N(C(C)C)CC)(C)C, predict the reaction product. (8) Given the reactants [C:1]([O:5][C:6](=[O:23])[NH:7][C:8]1[CH:13]=[CH:12][C:11]([C:14]2[CH:19]=[CH:18][CH:17]=[CH:16][CH:15]=2)=[CH:10][C:9]=1[N+:20]([O-])=O)([CH3:4])([CH3:3])[CH3:2], predict the reaction product. The product is: [C:1]([O:5][C:6](=[O:23])[NH:7][C:8]1[CH:13]=[CH:12][C:11]([C:14]2[CH:15]=[CH:16][CH:17]=[CH:18][CH:19]=2)=[CH:10][C:9]=1[NH2:20])([CH3:4])([CH3:2])[CH3:3]. (9) Given the reactants [CH3:1][CH:2]([CH3:17])[CH2:3][N:4]1[C:16]2[C:15]3[CH:14]=[CH:13][CH:12]=[CH:11][C:10]=3[N:9]=[CH:8][C:7]=2[N:6]=[CH:5]1.[CH:18](=[O:20])[CH3:19], predict the reaction product. The product is: [CH3:19][CH:18]([C:5]1[N:4]([CH2:3][CH:2]([CH3:17])[CH3:1])[C:16]2[C:15]3[CH:14]=[CH:13][CH:12]=[CH:11][C:10]=3[N:9]=[CH:8][C:7]=2[N:6]=1)[OH:20]. (10) Given the reactants [CH3:1][N:2]1[CH2:7][CH2:6][CH:5]([NH:8][C:9]2[CH:14]=[C:13]([C:15]([F:18])([F:17])[F:16])[CH:12]=[C:11]([NH2:19])[CH:10]=2)[CH2:4][CH2:3]1.N1C=CC=CC=1.Cl[C:27]([O:29][C:30]1[CH:35]=[CH:34][CH:33]=[CH:32][CH:31]=1)=[O:28].C(Cl)Cl, predict the reaction product. The product is: [CH3:1][N:2]1[CH2:7][CH2:6][CH:5]([NH:8][C:9]2[CH:10]=[C:11]([NH:19][C:27](=[O:28])[O:29][C:30]3[CH:35]=[CH:34][CH:33]=[CH:32][CH:31]=3)[CH:12]=[C:13]([C:15]([F:16])([F:17])[F:18])[CH:14]=2)[CH2:4][CH2:3]1.